This data is from Reaction yield outcomes from USPTO patents with 853,638 reactions. The task is: Predict the reaction yield, written as a fraction of the theoretical maximum amount of product (1.0 means a 100% yield; for example, 0.34 means a 34% yield). (1) The reactants are [NH2:1][C:2]1[N:7]=[CH:6][N:5]=[C:4]2[N:8]([CH:12]([C:14]3[O:15][C:16]4[C:21]([C:22](=[O:31])[C:23]=3[C:24]3[CH:29]=[CH:28][CH:27]=[C:26]([F:30])[CH:25]=3)=[CH:20][CH:19]=[CH:18][CH:17]=4)[CH3:13])[N:9]=[C:10](I)[C:3]=12.C(=O)([O-])[O-].[Na+].[Na+].ClCCl.[CH3:41][N:42]([CH:44]=O)C. The catalyst is C(O)C.O. The product is [NH2:1][C:2]1[N:7]=[CH:6][N:5]=[C:4]2[N:8]([CH:12]([C:14]3[O:15][C:16]4[C:21]([C:22](=[O:31])[C:23]=3[C:24]3[CH:29]=[CH:28][CH:27]=[C:26]([F:30])[CH:25]=3)=[CH:20][CH:19]=[CH:18][CH:17]=4)[CH3:13])[N:9]=[C:10]([C:21]3[CH:20]=[C:44]4[C:14]([C:12]([CH3:13])=[N:8][N:42]4[CH3:41])=[CH:23][CH:22]=3)[C:3]=12. The yield is 0.170. (2) The reactants are [CH:1]1([S:4]([C:7]2[CH:12]=[CH:11][C:10]([CH:13]([C:21]3[NH:25][C:24]([C:26]4[N:31]=[CH:30][C:29]([OH:32])=[CH:28][CH:27]=4)=[CH:23][CH:22]=3)[CH2:14][CH:15]3[CH2:20][CH2:19][O:18][CH2:17][CH2:16]3)=[CH:9][CH:8]=2)(=[O:6])=[O:5])[CH2:3][CH2:2]1.[CH:33]1([CH2:36]O)[CH2:35][CH2:34]1.C(P(CCCC)CCCC)CCC.N(C(N1CCCCC1)=O)=NC(N1CCCCC1)=O. The catalyst is O1CCCC1. The product is [CH:33]1([CH2:36][O:32][C:29]2[CH:28]=[CH:27][C:26]([C:24]3[NH:25][C:21]([CH:13]([C:10]4[CH:11]=[CH:12][C:7]([S:4]([CH:1]5[CH2:3][CH2:2]5)(=[O:6])=[O:5])=[CH:8][CH:9]=4)[CH2:14][CH:15]4[CH2:20][CH2:19][O:18][CH2:17][CH2:16]4)=[CH:22][CH:23]=3)=[N:31][CH:30]=2)[CH2:35][CH2:34]1. The yield is 0.830. (3) The reactants are C[O:2][C:3]([C@H:5]1[CH2:9][C@@H:8]([NH:10][C:11]([O:13][C:14]([CH3:17])([CH3:16])[CH3:15])=[O:12])[C@@H:7]([OH:18])[CH2:6]1)=[O:4].N1C=CN=C1.[CH3:24][C:25]([Si:28](Cl)([CH3:30])[CH3:29])([CH3:27])[CH3:26].Cl. The catalyst is C(Cl)Cl.CN(C1C=CN=CC=1)C.C(O)(C)C.[OH-].[Na+].C(Cl)(Cl)Cl. The product is [C:11]([NH:10][C@@H:8]1[CH2:9][C@H:5]([C:3]([OH:2])=[O:4])[CH2:6][C@@H:7]1[O:18][Si:28]([C:25]([CH3:27])([CH3:26])[CH3:24])([CH3:30])[CH3:29])([O:13][C:14]([CH3:17])([CH3:16])[CH3:15])=[O:12]. The yield is 0.871. (4) The reactants are [F:1][C:2]1[CH:3]=[C:4]2[C:8](=[CH:9][CH:10]=1)[N:7]([C:11]1[CH:16]=[CH:15][CH:14]=[C:13]([C:17]#[C:18][C@:19]3([OH:26])[CH2:23][CH2:22][N:21]([CH3:24])[C:20]3=[O:25])[CH:12]=1)[N:6]=[C:5]2[C:27]([O:29]C)=O.[NH3:31]. The catalyst is CO. The product is [F:1][C:2]1[CH:3]=[C:4]2[C:8](=[CH:9][CH:10]=1)[N:7]([C:11]1[CH:16]=[CH:15][CH:14]=[C:13]([C:17]#[C:18][C@:19]3([OH:26])[CH2:23][CH2:22][N:21]([CH3:24])[C:20]3=[O:25])[CH:12]=1)[N:6]=[C:5]2[C:27]([NH2:31])=[O:29]. The yield is 0.470.